This data is from Catalyst prediction with 721,799 reactions and 888 catalyst types from USPTO. The task is: Predict which catalyst facilitates the given reaction. (1) Reactant: [S:1]1[CH:5]=[CH:4][C:3]2[CH:6]=[CH:7][CH:8]=[CH:9][C:2]1=2.[Li][C:11](C)([CH3:13])[CH3:12]. Product: [CH2:12]([C:5]1[S:1][C:2]2[CH:9]=[CH:8][CH:7]=[CH:6][C:3]=2[CH:4]=1)[CH2:11][CH3:13]. The catalyst class is: 1. (2) Reactant: [NH2:1][C:2]1[CH:7]=[CH:6][C:5]([C@@H:8]2[O:13][CH2:12][CH2:11][N:10]([C:14]([O:16][C:17]([CH3:20])([CH3:19])[CH3:18])=[O:15])[CH2:9]2)=[CH:4][CH:3]=1.[Cl:21][C:22]1[N:27]=[C:26](Cl)[C:25]([Cl:29])=[CH:24][N:23]=1.C(N(C(C)C)CC)(C)C. Product: [Cl:21][C:22]1[N:27]=[C:26]([NH:1][C:2]2[CH:7]=[CH:6][C:5]([C@@H:8]3[O:13][CH2:12][CH2:11][N:10]([C:14]([O:16][C:17]([CH3:20])([CH3:19])[CH3:18])=[O:15])[CH2:9]3)=[CH:4][CH:3]=2)[C:25]([Cl:29])=[CH:24][N:23]=1. The catalyst class is: 41. (3) Reactant: [N:1]1[C:8](Cl)=[N:7][C:5]([Cl:6])=[N:4][C:2]=1[Cl:3].[C:10]([O:14][CH2:15][CH3:16])(=[O:13])[CH2:11][OH:12].N1C(C)=CC=CC=1C. Product: [Cl:3][C:2]1[N:4]=[C:5]([Cl:6])[N:7]=[C:8]([O:12][CH2:11][C:10]([O:14][CH2:15][CH3:16])=[O:13])[N:1]=1. The catalyst class is: 21. (4) Reactant: [Br:1][C:2]1[CH:3]=[CH:4][C:5](F)=[C:6]([N+:8]([O-:10])=[O:9])[CH:7]=1.[CH2:12]([NH2:14])[CH3:13]. Product: [Br:1][C:2]1[CH:3]=[CH:4][C:5]([CH2:13][CH2:12][NH2:14])=[C:6]([N+:8]([O-:10])=[O:9])[CH:7]=1. The catalyst class is: 40. (5) Reactant: [C:1]([O:5][C:6]([N:8]1[CH2:13][CH2:12][CH:11]([NH:14][C:15]([C:17]2[C:18]([C:23]3[NH:27][C:26]4[CH:28]=[CH:29][C:30]([C:32]([O:34]CC)=[O:33])=[CH:31][C:25]=4[N:24]=3)=[N:19][NH:20][C:21]=2[CH3:22])=[O:16])[CH2:10][CH2:9]1)=[O:7])([CH3:4])([CH3:3])[CH3:2].[OH-].[Na+].CO.N. Product: [C:1]([O:5][C:6]([N:8]1[CH2:13][CH2:12][CH:11]([NH:14][C:15]([C:17]2[C:18]([C:23]3[NH:27][C:26]4[CH:28]=[CH:29][C:30]([C:32]([OH:34])=[O:33])=[CH:31][C:25]=4[N:24]=3)=[N:19][NH:20][C:21]=2[CH3:22])=[O:16])[CH2:10][CH2:9]1)=[O:7])([CH3:4])([CH3:2])[CH3:3]. The catalyst class is: 396.